This data is from Reaction yield outcomes from USPTO patents with 853,638 reactions. The task is: Predict the reaction yield, written as a fraction of the theoretical maximum amount of product (1.0 means a 100% yield; for example, 0.34 means a 34% yield). (1) The reactants are [Br:1][C:2]1[CH:10]=[CH:9][C:5]([C:6]([NH2:8])=[O:7])=[C:4]([CH2:11]O)[CH:3]=1.C1C=CC(P(C2C=CC=CC=2)C2C=CC=CC=2)=CC=1.CC(OC(/N=N/C(OC(C)C)=O)=O)C. The catalyst is C1COCC1. The product is [Br:1][C:2]1[CH:3]=[C:4]2[C:5](=[CH:9][CH:10]=1)[C:6](=[O:7])[NH:8][CH2:11]2. The yield is 0.240. (2) The reactants are [H-].[Na+].[Br:3][C:4]1[CH:9]=[CH:8][C:7]([CH2:10][C:11]#[N:12])=[CH:6][CH:5]=1.Br[CH2:14][C:15]([O:20][CH3:21])([O:18][CH3:19])[CH2:16]Br.O. The catalyst is CN(C=O)C. The product is [Br:3][C:4]1[CH:9]=[CH:8][C:7]([C:10]2([C:11]#[N:12])[CH2:16][C:15]([O:20][CH3:21])([O:18][CH3:19])[CH2:14]2)=[CH:6][CH:5]=1. The yield is 0.880. (3) The yield is 0.860. The reactants are Cl[CH2:2][C:3]1[CH:12]=[CH:11][C:6]2[O:7][CH2:8][CH2:9][O:10][C:5]=2[CH:4]=1.[C-:13]#[N:14].[Na+].O. The catalyst is CS(C)=O. The product is [O:7]1[CH2:8][CH2:9][O:10][C:5]2[CH:4]=[C:3]([CH2:2][C:13]#[N:14])[CH:12]=[CH:11][C:6]1=2. (4) The reactants are [CH:1]1([CH2:4][O:5][NH:6][C:7]([C:9]2[C:22]([NH:23][C:24]3[CH:29]=[CH:28][C:27]([Br:30])=[CH:26][C:25]=3[CH3:31])=[C:21]([F:32])[C:12]3[N:13]=[CH:14][N:15]([CH2:16][CH2:17]CC=C)[C:11]=3[CH:10]=2)=[O:8])[CH2:3][CH2:2]1.C[N+]1([O-])CC[O:37]CC1.[CH3:41][C:42]([OH:45])(C)[CH3:43]. The catalyst is C1COCC1.O.O=[Os](=O)(=O)=O. The product is [CH:1]1([CH2:4][O:5][NH:6][C:7]([C:9]2[C:22]([NH:23][C:24]3[CH:29]=[CH:28][C:27]([Br:30])=[CH:26][C:25]=3[CH3:31])=[C:21]([F:32])[C:12]3[N:13]=[CH:14][N:15]([CH2:16][CH2:17][CH2:41][CH:42]([OH:45])[CH2:43][OH:37])[C:11]=3[CH:10]=2)=[O:8])[CH2:3][CH2:2]1. The yield is 0.740. (5) The catalyst is CCO. The reactants are [C:1]([CH2:3][C:4]([NH2:6])=[O:5])#[N:2].[S:7]1CC(O)S[CH2:9][CH:8]1O. The yield is 0.820. The product is [NH2:2][C:1]1[S:7][CH:8]=[CH:9][C:3]=1[C:4]([NH2:6])=[O:5]. (6) The reactants are [OH:1][C@@H:2]1[C:10]2[C:5](=[CH:6][CH:7]=[CH:8][CH:9]=2)[CH2:4][C@@:3]1([CH2:20][C:21]1[CH:29]=[CH:28][C:24]([C:25](O)=[O:26])=[CH:23][CH:22]=1)[C:11]1[CH2:12][C:13]2[C:18]([CH:19]=1)=[CH:17][CH:16]=[CH:15][CH:14]=2.CC(OC(OC(OC(C)(C)C)=O)=O)(C)C.[N:45]1C=CC=CC=1.C(=O)(O)[O-].[NH4+]. The catalyst is CS(C)=O.O. The product is [OH:1][C@@H:2]1[C:10]2[C:5](=[CH:6][CH:7]=[CH:8][CH:9]=2)[CH2:4][C@@:3]1([CH2:20][C:21]1[CH:29]=[CH:28][C:24]([C:25]([NH2:45])=[O:26])=[CH:23][CH:22]=1)[C:11]1[CH2:12][C:13]2[C:18]([CH:19]=1)=[CH:17][CH:16]=[CH:15][CH:14]=2. The yield is 0.570. (7) The reactants are Cl[C:2]1[C:11]([N+:12]([O-:14])=[O:13])=[CH:10][C:5]([C:6]([O:8][CH3:9])=[O:7])=[CH:4][N:3]=1.[CH:15]([NH:18][CH2:19][C:20]([O:22][CH2:23][CH3:24])=[O:21])([CH3:17])[CH3:16]. The catalyst is ClCCl. The product is [CH2:23]([O:22][C:20](=[O:21])[CH2:19][N:18]([CH:15]([CH3:17])[CH3:16])[C:2]1[C:11]([N+:12]([O-:14])=[O:13])=[CH:10][C:5]([C:6]([O:8][CH3:9])=[O:7])=[CH:4][N:3]=1)[CH3:24]. The yield is 0.830. (8) The reactants are Br[C:2]1[C:7]([CH3:8])=[CH:6][C:5]([N+:9]([O-:11])=[O:10])=[CH:4][N:3]=1.[C:12]1(B(O)O)[CH:17]=[CH:16][CH:15]=[CH:14][CH:13]=1.C(Cl)Cl.C([O-])([O-])=O.[Cs+].[Cs+]. The catalyst is O1CCOCC1.O. The product is [CH3:8][C:7]1[C:2]([C:12]2[CH:17]=[CH:16][CH:15]=[CH:14][CH:13]=2)=[N:3][CH:4]=[C:5]([N+:9]([O-:11])=[O:10])[CH:6]=1. The yield is 0.970. (9) The reactants are [CH:1]1[C:10]2[CH2:9][CH2:8][CH2:7][CH2:6][C:5]=2[CH:4]=[CH:3][C:2]=1[C:11]1[CH:15]=[C:14]([NH2:16])[NH:13][N:12]=1.[C:17]([CH:20]([CH2:26][C:27]([O:29][CH3:30])=[O:28])[C:21](OCC)=[O:22])(=O)[CH3:18]. The catalyst is CC1C=CC=CC=1C.S(O)(C1C=CC(C)=CC=1)(=O)=O.O. The product is [OH:22][C:21]1[N:13]2[N:12]=[C:11]([C:2]3[CH:3]=[CH:4][C:5]4[CH2:6][CH2:7][CH2:8][CH2:9][C:10]=4[CH:1]=3)[CH:15]=[C:14]2[N:16]=[C:17]([CH3:18])[C:20]=1[CH2:26][C:27]([O:29][CH3:30])=[O:28]. The yield is 0.850.